Predict the product of the given reaction. From a dataset of Forward reaction prediction with 1.9M reactions from USPTO patents (1976-2016). (1) Given the reactants [Br-].[C:2]([CH2:5][CH2:6][CH2:7][CH2:8][P+](C1C=CC=CC=1)(C1C=CC=CC=1)C1C=CC=CC=1)([OH:4])=[O:3].[CH3:28]C(C)([O-])C.[K+].[Si:34]([O:51][CH2:52][C@@H:53]1[C@@H:60]2[C@@H:56]([O:57]C(O)[CH2:59]2)[CH2:55][C@@H:54]1[F:62])([C:47]([CH3:50])([CH3:49])[CH3:48])([C:41]1[CH:46]=[CH:45][CH:44]=[CH:43][CH:42]=1)[C:35]1[CH:40]=[CH:39][CH:38]=[CH:37][CH:36]=1.OS([O-])(=O)=O.[K+], predict the reaction product. The product is: [Si:34]([O:51][CH2:52][C@H:53]1[C@@H:54]([F:62])[CH2:55][C@H:56]([OH:57])[C@@H:60]1[CH2:59]/[CH:28]=[CH:8]\[CH2:7][CH2:6][CH2:5][C:2]([OH:4])=[O:3])([C:47]([CH3:50])([CH3:49])[CH3:48])([C:35]1[CH:36]=[CH:37][CH:38]=[CH:39][CH:40]=1)[C:41]1[CH:46]=[CH:45][CH:44]=[CH:43][CH:42]=1. (2) Given the reactants [C:1]([OH:22])(=O)[CH2:2][CH2:3][CH2:4]/[CH:5]=[CH:6]\[CH2:7]/[CH:8]=[CH:9]\[CH2:10]/[CH:11]=[CH:12]\[CH2:13]/[CH:14]=[CH:15]\[CH2:16][CH2:17][CH2:18][CH2:19][CH3:20].C(N(CC)CC)C.ClC(OCCCC)=O.Cl.C(N(CC)CC)C.[NH2:46][CH2:47][CH2:48][OH:49].Cl, predict the reaction product. The product is: [C:1]([NH:46][CH2:47][CH2:48][OH:49])(=[O:22])[CH2:2][CH2:3][CH2:4]/[CH:5]=[CH:6]\[CH2:7]/[CH:8]=[CH:9]\[CH2:10]/[CH:11]=[CH:12]\[CH2:13]/[CH:14]=[CH:15]\[CH2:16][CH2:17][CH2:18][CH2:19][CH3:20]. (3) Given the reactants [I-].[CH3:2][C:3]1[N:10]2[C:6](=[N+:7]([CH3:15])[C:8]3[CH:14]=[CH:13][CH:12]=[CH:11][C:9]=32)[S:5][CH:4]=1.[CH3:16][O-:17].[Na+], predict the reaction product. The product is: [CH3:15][N:7]1[C:8]2[CH:14]=[CH:13][CH:12]=[CH:11][C:9]=2[N:10](/[C:3](/[CH3:2])=[CH:4]\[S:5][CH3:6])[C:16]1=[O:17]. (4) Given the reactants [I-].[CH2:2]([N+:4]1[C:8]2[CH:9]=[C:10]([O:13][CH3:14])[CH:11]=[CH:12][C:7]=2[S:6][C:5]=1[CH3:15])[CH3:3].[C:16](OC(=O)C)(=[O:18])[CH3:17].C(N(CC)CC)C, predict the reaction product. The product is: [CH2:2]([N:4]1[C:8]2[CH:9]=[C:10]([O:13][CH3:14])[CH:11]=[CH:12][C:7]=2[S:6]/[C:5]/1=[CH:15]\[C:16](=[O:18])[CH3:17])[CH3:3]. (5) Given the reactants [CH2:1]([C:3]1[C:11]2[C:6](=[CH:7][CH:8]=[CH:9][C:10]=2[NH:12][C:13]([C:15]2[N:19]3[CH:20]=[CH:21][CH:22]=[CH:23][C:18]3=[N:17][CH:16]=2)=[O:14])[N:5]([CH2:24][C:25]2[CH:30]=[CH:29][CH:28]=[C:27]([CH:31]=[CH2:32])[N:26]=2)[N:4]=1)[CH3:2], predict the reaction product. The product is: [CH2:1]([C:3]1[C:11]2[C:6](=[CH:7][CH:8]=[CH:9][C:10]=2[NH:12][C:13]([C:15]2[N:19]3[CH:20]=[CH:21][CH:22]=[CH:23][C:18]3=[N:17][CH:16]=2)=[O:14])[N:5]([CH2:24][C:25]2[CH:30]=[CH:29][CH:28]=[C:27]([CH2:31][CH3:32])[N:26]=2)[N:4]=1)[CH3:2]. (6) The product is: [O:9]1[C:13]2[CH:14]=[CH:15][CH:16]=[CH:17][C:12]=2[CH:11]=[C:10]1[CH:18]([C:2]1[CH:7]=[CH:6][CH:5]=[CH:4][C:3]=1[I:8])[NH:19][S:20]([C:23]1[CH:33]=[CH:32][C:26]2[O:27][CH2:28][CH2:29][CH2:30][O:31][C:25]=2[CH:24]=1)(=[O:21])=[O:22]. Given the reactants I[C:2]1[CH:7]=[CH:6][CH:5]=[CH:4][C:3]=1[I:8].[O:9]1[C:13]2[CH:14]=[CH:15][CH:16]=[CH:17][C:12]=2[CH:11]=[C:10]1[CH:18]=[N:19][S:20]([C:23]1[CH:33]=[CH:32][C:26]2[O:27][CH2:28][CH2:29][CH2:30][O:31][C:25]=2[CH:24]=1)(=[O:22])=[O:21].CO, predict the reaction product. (7) Given the reactants [CH3:1][NH2:2].[Br:3][C:4]1[CH:9]=[CH:8][C:7]([O:10][CH3:11])=[CH:6][C:5]=1[CH2:12]Br.[C:14](O[C:14]([O:16][C:17]([CH3:20])([CH3:19])[CH3:18])=[O:15])([O:16][C:17]([CH3:20])([CH3:19])[CH3:18])=[O:15], predict the reaction product. The product is: [C:17]([O:16][C:14]([N:2]([CH2:12][C:5]1[CH:6]=[C:7]([O:10][CH3:11])[CH:8]=[CH:9][C:4]=1[Br:3])[CH3:1])=[O:15])([CH3:20])([CH3:19])[CH3:18]. (8) Given the reactants ClC1N=C(C2SC(C(C)C)=NC=2C2C=C(C=CC=2)N)C=CN=1.C(OC(=O)[NH:28][C:29]1[CH:34]=[C:33]([C:35]2[N:36]=[C:37]([CH:47]([CH3:49])[CH3:48])[S:38][C:39]=2[C:40]2[CH:45]=[CH:44][N:43]=[C:42]([Cl:46])[N:41]=2)[CH:32]=[CH:31][C:30]=1[F:50])C=C, predict the reaction product. The product is: [Cl:46][C:42]1[N:41]=[C:40]([C:39]2[S:38][C:37]([CH:47]([CH3:49])[CH3:48])=[N:36][C:35]=2[C:33]2[CH:32]=[CH:31][C:30]([F:50])=[C:29]([CH:34]=2)[NH2:28])[CH:45]=[CH:44][N:43]=1. (9) Given the reactants [NH2:1][C:2]1[CH:3]=[C:4]([CH:10]=[CH:11][CH:12]=1)[C:5]([O:7][CH2:8][CH3:9])=[O:6].[F:13][C:14]([F:27])([O:18][C:19]1[CH:20]=[C:21]([CH:24]=[CH:25][CH:26]=1)[CH:22]=O)[CH:15]([F:17])[F:16].C(O)(=O)C.[BH-](OC(C)=O)(OC(C)=O)OC(C)=O.[Na+], predict the reaction product. The product is: [F:13][C:14]([F:27])([O:18][C:19]1[CH:20]=[C:21]([CH2:22][NH:1][C:2]2[CH:3]=[C:4]([CH:10]=[CH:11][CH:12]=2)[C:5]([O:7][CH2:8][CH3:9])=[O:6])[CH:24]=[CH:25][CH:26]=1)[CH:15]([F:16])[F:17].